From a dataset of Reaction yield outcomes from USPTO patents with 853,638 reactions. Predict the reaction yield, written as a fraction of the theoretical maximum amount of product (1.0 means a 100% yield; for example, 0.34 means a 34% yield). (1) The reactants are [Br:1][C:2]1[S:3][C:4]([C:13](=[O:29])[C:14]2[CH:19]=[CH:18][C:17]([C:20]#[C:21][C:22]3[CH:27]=[CH:26][CH:25]=[CH:24][CH:23]=3)=[C:16]([NH2:28])[CH:15]=2)=[CH:5][C:6]=1[CH2:7][C:8]([O:10][CH2:11][CH3:12])=[O:9].[Br-].[Br-].[Br-].[In+3]. The catalyst is C1(C)C=CC=CC=1. The product is [Br:1][C:2]1[S:3][C:4]([C:13]([C:14]2[CH:15]=[C:16]3[C:17]([CH:20]=[C:21]([C:22]4[CH:23]=[CH:24][CH:25]=[CH:26][CH:27]=4)[NH:28]3)=[CH:18][CH:19]=2)=[O:29])=[CH:5][C:6]=1[CH2:7][C:8]([O:10][CH2:11][CH3:12])=[O:9]. The yield is 0.560. (2) The reactants are [CH3:1][C:2]1[CH:3]=[CH:4][CH:5]=[CH:6][C:7]=1[NH2:8].CCN(CC)CC.[CH3:16][C:17]([CH3:22])([CH3:21])[C:18](Cl)=[O:19]. The catalyst is C(Cl)Cl. The product is [CH3:16][C:17]([CH3:22])([CH3:21])[C:18]([NH:8][C:7]1[CH:6]=[CH:5][CH:4]=[CH:3][C:2]=1[CH3:1])=[O:19]. The yield is 0.920. (3) The reactants are [H-].[Al+3].[Li+].[H-].[H-].[H-].[CH3:7][O:8][C:9]1[CH:14]=[CH:13][CH:12]=[CH:11][C:10]=1[P:15]([C:17]1[CH:22]=[CH:21][CH:20]=[CH:19][CH:18]=1)Cl. The catalyst is CCOCC. The product is [CH3:7][O:8][C:9]1[CH:14]=[CH:13][CH:12]=[CH:11][C:10]=1[PH:15][C:17]1[CH:22]=[CH:21][CH:20]=[CH:19][CH:18]=1. The yield is 0.820.